Predict the reactants needed to synthesize the given product. From a dataset of Full USPTO retrosynthesis dataset with 1.9M reactions from patents (1976-2016). (1) Given the product [CH:34]1([CH2:37][NH:38][C:39]([NH:41][C:42]2[CH:43]=[CH:44][C:45]([C:48]([N:50]3[CH2:55][CH2:54][N:53]([CH2:15][C:12]4[CH:13]=[CH:14][C:9]([C:3]([OH:8])([C:4]([F:5])([F:6])[F:7])[C:2]([F:21])([F:20])[F:1])=[CH:10][C:11]=4[CH2:17][CH2:18][CH3:19])[CH2:52][CH2:51]3)=[O:49])=[CH:46][CH:47]=2)=[O:40])[CH2:35][CH2:36]1, predict the reactants needed to synthesize it. The reactants are: [F:1][C:2]([F:21])([F:20])[C:3]([C:9]1[CH:14]=[CH:13][C:12]([CH2:15]O)=[C:11]([CH2:17][CH2:18][CH3:19])[CH:10]=1)([OH:8])[C:4]([F:7])([F:6])[F:5].C(N(CC)CC)C.CS(Cl)(=O)=O.[CH:34]1([CH2:37][NH:38][C:39]([NH:41][C:42]2[CH:47]=[CH:46][C:45]([C:48]([N:50]3[CH2:55][CH2:54][NH:53][CH2:52][CH2:51]3)=[O:49])=[CH:44][CH:43]=2)=[O:40])[CH2:36][CH2:35]1.C(=O)([O-])[O-].[K+].[K+]. (2) Given the product [CH3:1][C:2]1[CH:7]=[C:6]([CH3:8])[CH:5]=[CH:4][C:3]=1[N:9]1[C:13](=[O:14])[C:12](=[CH:35][C:33]2[O:34][C:30]([C:26]3[CH:27]=[CH:28][CH:29]=[C:24]([N+:21]([O-:23])=[O:22])[CH:25]=3)=[CH:31][CH:32]=2)[S:11][C:10]1=[S:15], predict the reactants needed to synthesize it. The reactants are: [CH3:1][C:2]1[CH:7]=[C:6]([CH3:8])[CH:5]=[CH:4][C:3]=1[N:9]1[C:13](=[O:14])[CH2:12][S:11][C:10]1=[S:15].C([O-])(=O)C.[Na+].[N+:21]([C:24]1[CH:25]=[C:26]([C:30]2[O:34][C:33]([CH:35]=O)=[CH:32][CH:31]=2)[CH:27]=[CH:28][CH:29]=1)([O-:23])=[O:22]. (3) Given the product [Cl-:1].[CH3:6][O:5][C:3](=[O:4])[CH2:2][N:11]1[CH:12]=[CH:13][N+:9]([CH2:2][C:3](=[O:4])[O:5][CH3:6])=[CH:10]1, predict the reactants needed to synthesize it. The reactants are: [Cl:1][CH2:2][C:3]([O:5][CH3:6])=[O:4].C[Si](C)(C)[N:9]1[CH:13]=[CH:12][N:11]=[CH:10]1. (4) Given the product [Br:15][CH2:13][C:12]([C:11]1[C:7]([C:1]2[CH:2]=[CH:3][CH:4]=[CH:5][CH:6]=2)=[N:8][O:9][CH:10]=1)=[O:14], predict the reactants needed to synthesize it. The reactants are: [C:1]1([C:7]2[C:11]([C:12](=[O:14])[CH3:13])=[CH:10][O:9][N:8]=2)[CH:6]=[CH:5][CH:4]=[CH:3][CH:2]=1.[Br:15]Br. (5) Given the product [Br:15][C:11]1[CH:10]=[C:9]([C:6]23[CH2:3][CH:2]2[CH2:1][O:4][C:5]3=[O:16])[CH:14]=[CH:13][CH:12]=1, predict the reactants needed to synthesize it. The reactants are: [CH2:1]([O:4][C:5](=[O:16])[C:6]([C:9]1[CH:14]=[CH:13][CH:12]=[C:11]([Br:15])[CH:10]=1)=[N+]=[N-])[CH:2]=[CH2:3]. (6) Given the product [CH3:28][O:27][C:21]1[CH:20]=[C:19]([C:13]2[C:14]([CH3:17])([CH3:18])[C:15](=[O:16])[N:11]([CH:8]3[CH2:7][CH2:6][N:5]([C:3](=[O:4])[CH2:2][N:31]4[C:32](=[O:36])[CH2:33][CH2:34][CH2:35][C:30]4=[O:29])[CH2:10][CH2:9]3)[N:12]=2)[CH:24]=[CH:23][C:22]=1[O:25][CH3:26], predict the reactants needed to synthesize it. The reactants are: Cl[CH2:2][C:3]([N:5]1[CH2:10][CH2:9][CH:8]([N:11]2[C:15](=[O:16])[C:14]([CH3:18])([CH3:17])[C:13]([C:19]3[CH:24]=[CH:23][C:22]([O:25][CH3:26])=[C:21]([O:27][CH3:28])[CH:20]=3)=[N:12]2)[CH2:7][CH2:6]1)=[O:4].[O:29]=[C:30]1[CH2:35][CH2:34][CH2:33][C:32](=[O:36])[NH:31]1. (7) Given the product [NH2:13][C:12]1[C:11]2[C:10](=[CH:9][C:8]([C:6]3[N:7]=[C:2]([NH2:1])[N:3]=[C:4]([NH:17][CH2:18][C:19]4[CH:24]=[CH:23][CH:22]=[CH:21][C:20]=4[Cl:25])[CH:5]=3)=[CH:15][CH:14]=2)[NH:28][N:27]=1, predict the reactants needed to synthesize it. The reactants are: [NH2:1][C:2]1[N:7]=[C:6]([C:8]2[CH:15]=[CH:14][C:11]([C:12]#[N:13])=[C:10](F)[CH:9]=2)[CH:5]=[C:4]([NH:17][CH2:18][C:19]2[CH:24]=[CH:23][CH:22]=[CH:21][C:20]=2[Cl:25])[N:3]=1.O.[NH2:27][NH2:28].